This data is from Catalyst prediction with 721,799 reactions and 888 catalyst types from USPTO. The task is: Predict which catalyst facilitates the given reaction. (1) Reactant: [Br:1][C:2]1[CH:3]=[C:4]([OH:9])[C:5]([OH:8])=[CH:6][CH:7]=1.[CH3:10][O:11][C:12]1[CH:13]=[C:14]([CH2:18][CH2:19]O)[CH:15]=[CH:16][CH:17]=1.[CH:34]1[CH:39]=[CH:38][C:37](P([C:34]2[CH:39]=[CH:38][CH:37]=[CH:36][CH:35]=2)[C:34]2[CH:39]=[CH:38][CH:37]=[CH:36][CH:35]=2)=[CH:36][CH:35]=1.C[CH2:41][O:42]C(/N=N/C(OCC)=O)=O.[CH2:52]1COC[CH2:53]1. Product: [Br:1][C:2]1[CH:7]=[CH:6][C:5]([O:8][CH2:52][CH2:53][C:34]2[CH:39]=[C:38]([O:42][CH3:41])[CH:37]=[CH:36][CH:35]=2)=[C:4]([O:9][CH2:19][CH2:18][C:14]2[CH:13]=[C:12]([O:11][CH3:10])[CH:17]=[CH:16][CH:15]=2)[CH:3]=1. The catalyst class is: 6. (2) Reactant: [OH-].[Na+:2].[CH3:3][C:4]1[CH:5]=[N:6][C:7]([CH2:13][S+:14]([O-:26])[C:15]2[NH:16][C:17]3[CH:18]=[CH:19][C:20]([O:24][CH3:25])=[CH:21][C:22]=3[N:23]=2)=[C:8]([CH3:12])[C:9]=1[O:10][CH3:11]. Product: [CH3:3][C:4]1[CH:5]=[N:6][C:7]([CH2:13][S+:14]([O-:26])[C:15]2[N-:16][C:17]3[CH:18]=[CH:19][C:20]([O:24][CH3:25])=[CH:21][C:22]=3[N:23]=2)=[C:8]([CH3:12])[C:9]=1[O:10][CH3:11].[Na+:2]. The catalyst class is: 5. (3) Reactant: [N+:1](=[C:3]([C:9]1(O)[CH2:14][CH2:13][CH:12]([C:15]2[CH:16]=[N:17][N:18]([CH2:20][O:21][CH2:22][CH2:23][Si:24]([CH3:27])([CH3:26])[CH3:25])[CH:19]=2)[CH2:11][CH2:10]1)[C:4]([O:6][CH2:7][CH3:8])=[O:5])=[N-:2].O=P(Cl)(Cl)Cl. Product: [CH3:25][Si:24]([CH3:27])([CH3:26])[CH2:23][CH2:22][O:21][CH2:20][N:18]1[CH:19]=[C:15]([CH:12]2[CH2:13][C:14]3[NH:2][N:1]=[C:3]([C:4]([O:6][CH2:7][CH3:8])=[O:5])[C:9]=3[CH2:10][CH2:11]2)[CH:16]=[N:17]1. The catalyst class is: 17. (4) Reactant: [CH3:1][O:2][C:3]1[CH:18]=[CH:17][CH:16]=[CH:15][C:4]=1[CH2:5][NH:6][C:7]1[N:14]=[CH:13][CH:12]=[CH:11][C:8]=1[CH:9]=O.[C:19](OCC)(=[O:26])[CH2:20][C:21]([O:23][CH2:24][CH3:25])=[O:22].N1CCCCC1. Product: [CH3:1][O:2][C:3]1[CH:18]=[CH:17][CH:16]=[CH:15][C:4]=1[CH2:5][N:6]1[C:7]2[C:8](=[CH:11][CH:12]=[CH:13][N:14]=2)[CH:9]=[C:20]([C:21]([O:23][CH2:24][CH3:25])=[O:22])[C:19]1=[O:26]. The catalyst class is: 8. (5) Reactant: [Br:1][C:2]1[CH:7]=[CH:6][C:5]([N+:8]([O-:10])=[O:9])=[C:4](F)[CH:3]=1.[CH3:12][O:13][C:14]1[CH:19]=[CH:18][C:17]([CH2:20][NH2:21])=[CH:16][CH:15]=1. Product: [Br:1][C:2]1[CH:7]=[CH:6][C:5]([N+:8]([O-:10])=[O:9])=[C:4]([CH:3]=1)[NH:21][CH2:20][C:17]1[CH:18]=[CH:19][C:14]([O:13][CH3:12])=[CH:15][CH:16]=1. The catalyst class is: 18. (6) Reactant: [Cl:1][C:2]1[CH:7]=[CH:6][C:5]([C:8]2[N:13]=[C:12]([C:14](O)=[O:15])[CH:11]=[N:10][C:9]=2[N:17]2[CH2:21][CH2:20][CH2:19][CH2:18]2)=[CH:4][CH:3]=1.[C:22](N1C=CN=C1)(N1C=CN=C1)=O.[NH2:34][CH2:35][C:36]([CH:39]1[CH2:41][CH2:40]1)([OH:38])[CH3:37]. Product: [CH:39]1([C:36]([OH:38])([CH3:37])[CH2:35][NH:34][C:14]([C:12]2[CH:11]=[N:10][C:9]([N:17]3[CH2:18][CH2:19][CH2:22][CH2:20][CH2:21]3)=[C:8]([C:5]3[CH:6]=[CH:7][C:2]([Cl:1])=[CH:3][CH:4]=3)[N:13]=2)=[O:15])[CH2:41][CH2:40]1. The catalyst class is: 9.